Dataset: Catalyst prediction with 721,799 reactions and 888 catalyst types from USPTO. Task: Predict which catalyst facilitates the given reaction. Reactant: C1(S([N:10]2[C:18]3[C:13](=[CH:14][C:15]([C@H:20]([NH2:22])[CH3:21])=[CH:16][C:17]=3[F:19])[CH:12]=[C:11]2[CH3:23])(=O)=O)C=CC=CC=1.CO.[OH-].[Na+]. Product: [F:19][C:17]1[CH:16]=[C:15]([C@H:20]([NH2:22])[CH3:21])[CH:14]=[C:13]2[C:18]=1[NH:10][C:11]([CH3:23])=[CH:12]2. The catalyst class is: 1.